This data is from Reaction yield outcomes from USPTO patents with 853,638 reactions. The task is: Predict the reaction yield, written as a fraction of the theoretical maximum amount of product (1.0 means a 100% yield; for example, 0.34 means a 34% yield). (1) The reactants are [O:1]=[C:2]1[CH2:9][C:6]([CH3:8])([CH3:7])[CH2:5][C:4]([CH3:10])=[CH:3]1.[O-]CC.[Na+].[CH2:15]([N:19]([CH2:30][CH2:31][CH2:32][CH3:33])[C:20]1[CH:27]=[CH:26][C:23]([CH:24]=O)=[C:22]([O:28][CH3:29])[CH:21]=1)[CH2:16][CH2:17][CH3:18].C(OCC)(=O)C. The catalyst is O1CCCC1. The product is [CH2:15]([N:19]([CH2:30][CH2:31][CH2:32][CH3:33])[C:20]1[CH:27]=[CH:26][C:23]([CH:24]=[CH:10][C:4]2[CH2:5][C:6]([CH3:8])([CH3:7])[CH2:9][C:2](=[O:1])[CH:3]=2)=[C:22]([O:28][CH3:29])[CH:21]=1)[CH2:16][CH2:17][CH3:18]. The yield is 0.450. (2) The yield is 0.200. The reactants are Cl[C:2]1[CH:7]=[C:6]([NH:8][C:9]2[CH:18]=[CH:17][CH:16]=[CH:15][C:10]=2[C:11]([NH:13][CH3:14])=[O:12])[C:5]([CH:19]2[CH2:21][CH2:20]2)=[CH:4][N:3]=1.[CH2:22]([N:24]1[C:28]([NH2:29])=[CH:27][C:26]([CH3:30])=[N:25]1)[CH3:23].C([O-])([O-])=O.[Cs+].[Cs+].CC1(C)C2C(=C(P(C3C=CC=CC=3)C3C=CC=CC=3)C=CC=2)OC2C(P(C3C=CC=CC=3)C3C=CC=CC=3)=CC=CC1=2. The catalyst is C1C=CC(/C=C/C(/C=C/C2C=CC=CC=2)=O)=CC=1.C1C=CC(/C=C/C(/C=C/C2C=CC=CC=2)=O)=CC=1.C1C=CC(/C=C/C(/C=C/C2C=CC=CC=2)=O)=CC=1.[Pd].[Pd].O1CCOCC1. The product is [CH:19]1([C:5]2[C:6]([NH:8][C:9]3[CH:18]=[CH:17][CH:16]=[CH:15][C:10]=3[C:11]([NH:13][CH3:14])=[O:12])=[CH:7][C:2]([NH:29][C:28]3[N:24]([CH2:22][CH3:23])[N:25]=[C:26]([CH3:30])[CH:27]=3)=[N:3][CH:4]=2)[CH2:21][CH2:20]1. (3) The reactants are [CH3:1][C:2]1[C:11]2[C:6](=[CH:7][CH:8]=[CH:9][CH:10]=2)[N:5]=[C:4]([NH:12][C@H:13]2[CH2:18][CH2:17][CH2:16][C@H:15]([NH2:19])[CH2:14]2)[N:3]=1.[S:20]1[CH:24]=[CH:23][C:22]([CH:25]=O)=[CH:21]1.C(O[BH-](OC(=O)C)OC(=O)C)(=O)C.[Na+]. The catalyst is C(Cl)Cl. The product is [CH3:1][C:2]1[C:11]2[C:6](=[CH:7][CH:8]=[CH:9][CH:10]=2)[N:5]=[C:4]([NH:12][C@H:13]2[CH2:18][CH2:17][CH2:16][C@H:15]([NH:19][CH2:25][C:22]3[CH:23]=[CH:24][S:20][CH:21]=3)[CH2:14]2)[N:3]=1. The yield is 0.280. (4) The reactants are [CH:1]1([CH2:6][C@H:7]([CH2:35][N:36]([CH:45]=[O:46])[O:37]CC2C=CC=CC=2)[C:8]([N:10]2[C@H:14]([C:15]([NH:17][C:18]3[CH:23]=[CH:22][C:21]([CH3:24])=[CH:20][N:19]=3)=[O:16])[CH2:13][CH2:12][N:11]2C(OCC2C=CC=CC=2)=O)=[O:9])[CH2:5][CH2:4][CH2:3][CH2:2]1. The catalyst is CO.[OH-].[OH-].[Pd+2]. The product is [CH:1]1([CH2:6][C@H:7]([CH2:35][N:36]([CH:45]=[O:46])[OH:37])[C:8]([N:10]2[C@H:14]([C:15]([NH:17][C:18]3[CH:23]=[CH:22][C:21]([CH3:24])=[CH:20][N:19]=3)=[O:16])[CH2:13][CH2:12][NH:11]2)=[O:9])[CH2:2][CH2:3][CH2:4][CH2:5]1. The yield is 0.750. (5) The reactants are [N:1]12[CH2:8][CH2:7][C:4]([C:9]([C:17]3[CH:22]=[CH:21][CH:20]=[CH:19][CH:18]=3)([C:11]3[CH:16]=[CH:15][CH:14]=[CH:13][CH:12]=3)[OH:10])([CH2:5][CH2:6]1)[CH2:3][CH2:2]2.[Br:23][CH2:24][CH2:25][CH2:26]Br. The catalyst is CC#N. The product is [Br-:23].[Br:23][CH2:24][CH2:25][CH2:26][N+:1]12[CH2:6][CH2:5][C:4]([C:9]([OH:10])([C:17]3[CH:22]=[CH:21][CH:20]=[CH:19][CH:18]=3)[C:11]3[CH:12]=[CH:13][CH:14]=[CH:15][CH:16]=3)([CH2:3][CH2:2]1)[CH2:7][CH2:8]2. The yield is 0.431. (6) The reactants are [CH2:1]([C:4]1[C:5]([Cl:11])=[N:6][CH:7]=[N:8][C:9]=1[Cl:10])[CH:2]=C.[O:12]=[O+][O-]. The catalyst is ClCCl. The product is [Cl:11][C:5]1[C:4]([CH2:1][CH:2]=[O:12])=[C:9]([Cl:10])[N:8]=[CH:7][N:6]=1. The yield is 0.840. (7) The reactants are [Cl:1][C:2]1[CH:7]=[CH:6][C:5]([CH:8]([C:27]2[CH:32]=[CH:31][C:30]([Cl:33])=[CH:29][CH:28]=2)[N:9]2[CH2:14][CH2:13][N:12]([C:15]([O:17][CH:18]([C:23]([O:25]C)=[O:24])[C:19]([F:22])([F:21])[F:20])=[O:16])[CH2:11][CH2:10]2)=[CH:4][CH:3]=1.O1CCOCC1.[OH-].[Na+]. The catalyst is O. The product is [Cl:1][C:2]1[CH:7]=[CH:6][C:5]([CH:8]([C:27]2[CH:28]=[CH:29][C:30]([Cl:33])=[CH:31][CH:32]=2)[N:9]2[CH2:10][CH2:11][N:12]([C:15]([O:17][CH:18]([C:19]([F:22])([F:21])[F:20])[C:23]([OH:25])=[O:24])=[O:16])[CH2:13][CH2:14]2)=[CH:4][CH:3]=1. The yield is 0.520. (8) The product is [C:22]([NH:26][C:11]([C:10]1[C:4]2[C:5](=[N:6][CH:7]=[C:2]([Br:1])[N:3]=2)[N:8]([CH2:14][O:15][CH2:16][CH2:17][Si:18]([CH3:21])([CH3:20])[CH3:19])[CH:9]=1)=[O:13])([CH3:25])([CH3:24])[CH3:23]. The yield is 0.860. The catalyst is CN(C=O)C. The reactants are [Br:1][C:2]1[N:3]=[C:4]2[C:10]([C:11]([OH:13])=O)=[CH:9][N:8]([CH2:14][O:15][CH2:16][CH2:17][Si:18]([CH3:21])([CH3:20])[CH3:19])[C:5]2=[N:6][CH:7]=1.[C:22]([NH2:26])([CH3:25])([CH3:24])[CH3:23].CN(C(ON1N=NC2C=CC=NC1=2)=[N+](C)C)C.F[P-](F)(F)(F)(F)F. (9) The reactants are [F:1][C:2]1[C:7]([F:8])=[C:6]([N:9]2[CH2:14][CH2:13][O:12][CH2:11][CH2:10]2)[CH:5]=[CH:4][C:3]=1[N:15]1[CH:20]=[C:19]([O:21][CH3:22])[C:18](=[O:23])[C:17]([C:24]([O:26]C)=[O:25])=[N:16]1.[OH-].[Na+].Cl. The catalyst is CCO. The product is [F:1][C:2]1[C:7]([F:8])=[C:6]([N:9]2[CH2:10][CH2:11][O:12][CH2:13][CH2:14]2)[CH:5]=[CH:4][C:3]=1[N:15]1[CH:20]=[C:19]([O:21][CH3:22])[C:18](=[O:23])[C:17]([C:24]([OH:26])=[O:25])=[N:16]1. The yield is 0.980.